Predict which catalyst facilitates the given reaction. From a dataset of Catalyst prediction with 721,799 reactions and 888 catalyst types from USPTO. (1) Reactant: [CH3:1][N:2]1[C:6]([N:7]2[CH2:13][CH2:12][CH2:11][N:10]([C:14]([O:16][C:17]([CH3:20])([CH3:19])[CH3:18])=[O:15])[CH2:9][CH2:8]2)=[C:5]([N+:21]([O-])=O)[CH:4]=[N:3]1.[NH4+].[Cl-].CCO. The catalyst class is: 150. Product: [NH2:21][C:5]1[CH:4]=[N:3][N:2]([CH3:1])[C:6]=1[N:7]1[CH2:13][CH2:12][CH2:11][N:10]([C:14]([O:16][C:17]([CH3:19])([CH3:18])[CH3:20])=[O:15])[CH2:9][CH2:8]1. (2) Reactant: Br[CH2:2][C:3]1[CH:4]=[C:5]([CH2:9][CH2:10][OH:11])[CH:6]=[CH:7][CH:8]=1.[CH3:12][C:13]1([CH3:31])[CH2:18][N:17]([C:19]([O:21][C:22]([CH3:25])([CH3:24])[CH3:23])=[O:20])[CH2:16][C:15]2([CH2:30][CH2:29][NH:28][CH2:27][CH2:26]2)[O:14]1.C(N(CC)CC)C. Product: [OH:11][CH2:10][CH2:9][C:5]1[CH:4]=[C:3]([CH:8]=[CH:7][CH:6]=1)[CH2:2][N:28]1[CH2:29][CH2:30][C:15]2([O:14][C:13]([CH3:12])([CH3:31])[CH2:18][N:17]([C:19]([O:21][C:22]([CH3:25])([CH3:24])[CH3:23])=[O:20])[CH2:16]2)[CH2:26][CH2:27]1. The catalyst class is: 10. (3) Reactant: [Cl:1][C:2]1[C:3]([N+:14]([O-])=O)=[C:4]([NH:9][C:10](=[O:13])[O:11][CH3:12])[CH:5]=[C:6]([Cl:8])[CH:7]=1.S(S([O-])=O)([O-])=O.[Na+].[Na+].C(=O)(O)[O-].[Na+]. Product: [NH2:14][C:3]1[C:2]([Cl:1])=[CH:7][C:6]([Cl:8])=[CH:5][C:4]=1[NH:9][C:10](=[O:13])[O:11][CH3:12]. The catalyst class is: 799.